This data is from NCI-60 drug combinations with 297,098 pairs across 59 cell lines. The task is: Regression. Given two drug SMILES strings and cell line genomic features, predict the synergy score measuring deviation from expected non-interaction effect. (1) Drug 1: CC1OCC2C(O1)C(C(C(O2)OC3C4COC(=O)C4C(C5=CC6=C(C=C35)OCO6)C7=CC(=C(C(=C7)OC)O)OC)O)O. Drug 2: C1=NC2=C(N1)C(=S)N=CN2. Cell line: SK-MEL-2. Synergy scores: CSS=27.6, Synergy_ZIP=-0.759, Synergy_Bliss=2.22, Synergy_Loewe=-10.3, Synergy_HSA=-0.879. (2) Drug 1: C1=CC(=CC=C1CCCC(=O)O)N(CCCl)CCCl. Drug 2: CN(C(=O)NC(C=O)C(C(C(CO)O)O)O)N=O. Cell line: HL-60(TB). Synergy scores: CSS=37.5, Synergy_ZIP=-6.47, Synergy_Bliss=-15.9, Synergy_Loewe=-33.4, Synergy_HSA=-13.3. (3) Drug 1: CC1CCC2CC(C(=CC=CC=CC(CC(C(=O)C(C(C(=CC(C(=O)CC(OC(=O)C3CCCCN3C(=O)C(=O)C1(O2)O)C(C)CC4CCC(C(C4)OC)OCCO)C)C)O)OC)C)C)C)OC. Drug 2: C1=CN(C=N1)CC(O)(P(=O)(O)O)P(=O)(O)O. Cell line: HT29. Synergy scores: CSS=16.2, Synergy_ZIP=0.113, Synergy_Bliss=-3.07, Synergy_Loewe=-52.4, Synergy_HSA=-3.53. (4) Drug 1: CCCS(=O)(=O)NC1=C(C(=C(C=C1)F)C(=O)C2=CNC3=C2C=C(C=N3)C4=CC=C(C=C4)Cl)F. Drug 2: C1=NC2=C(N1)C(=S)N=C(N2)N. Cell line: UACC62. Synergy scores: CSS=47.7, Synergy_ZIP=-4.47, Synergy_Bliss=-5.85, Synergy_Loewe=-2.32, Synergy_HSA=-0.0197.